Dataset: NCI-60 drug combinations with 297,098 pairs across 59 cell lines. Task: Regression. Given two drug SMILES strings and cell line genomic features, predict the synergy score measuring deviation from expected non-interaction effect. (1) Drug 1: C1CCC(C1)C(CC#N)N2C=C(C=N2)C3=C4C=CNC4=NC=N3. Drug 2: C(CC(=O)O)C(=O)CN.Cl. Cell line: RXF 393. Synergy scores: CSS=3.82, Synergy_ZIP=-1.28, Synergy_Bliss=-0.762, Synergy_Loewe=-2.80, Synergy_HSA=-0.785. (2) Drug 1: CC1OCC2C(O1)C(C(C(O2)OC3C4COC(=O)C4C(C5=CC6=C(C=C35)OCO6)C7=CC(=C(C(=C7)OC)O)OC)O)O. Drug 2: C1CCC(CC1)NC(=O)N(CCCl)N=O. Cell line: UO-31. Synergy scores: CSS=17.7, Synergy_ZIP=-5.97, Synergy_Bliss=-3.02, Synergy_Loewe=-0.328, Synergy_HSA=0.253. (3) Drug 1: CC12CCC(CC1=CCC3C2CCC4(C3CC=C4C5=CN=CC=C5)C)O. Drug 2: CN(C)N=NC1=C(NC=N1)C(=O)N. Cell line: U251. Synergy scores: CSS=10.2, Synergy_ZIP=-4.79, Synergy_Bliss=-1.11, Synergy_Loewe=-0.566, Synergy_HSA=0.389. (4) Drug 1: CC1=C(C=C(C=C1)NC2=NC=CC(=N2)N(C)C3=CC4=NN(C(=C4C=C3)C)C)S(=O)(=O)N.Cl. Drug 2: C1CC(=O)NC(=O)C1N2CC3=C(C2=O)C=CC=C3N. Cell line: HCT-15. Synergy scores: CSS=1.95, Synergy_ZIP=-0.0548, Synergy_Bliss=-1.32, Synergy_Loewe=-3.29, Synergy_HSA=-3.14.